Dataset: Reaction yield outcomes from USPTO patents with 853,638 reactions. Task: Predict the reaction yield, written as a fraction of the theoretical maximum amount of product (1.0 means a 100% yield; for example, 0.34 means a 34% yield). (1) The reactants are [F:1][C:2]([F:29])([F:28])[C:3]1[CH:27]=[CH:26][CH:25]=[CH:24][C:4]=1[C:5]([N:7]1[CH2:11][C:10]2[CH2:12][N:13]([C:15]3[CH:23]=[CH:22][C:18]([C:19]([OH:21])=O)=[CH:17][N:16]=3)[CH2:14][C:9]=2[CH2:8]1)=[O:6].[CH3:30][NH:31][CH2:32][C:33]1[S:34][CH:35]=[CH:36][N:37]=1. No catalyst specified. The product is [CH3:30][N:31]([CH2:32][C:33]1[S:34][CH:35]=[CH:36][N:37]=1)[C:19](=[O:21])[C:18]1[CH:22]=[CH:23][C:15]([N:13]2[CH2:14][C:9]3[CH2:8][N:7]([C:5](=[O:6])[C:4]4[CH:24]=[CH:25][CH:26]=[CH:27][C:3]=4[C:2]([F:1])([F:29])[F:28])[CH2:11][C:10]=3[CH2:12]2)=[N:16][CH:17]=1. The yield is 0.520. (2) The reactants are CN(C)C=O.[OH:6][C:7]1[CH:8]=[N:9][CH:10]=[CH:11][CH:12]=1.F[C:14]1[CH:21]=[CH:20][C:17]([CH:18]=[O:19])=[CH:16][CH:15]=1.C(=O)([O-])[O-].[K+].[K+]. The catalyst is O. The product is [N:9]1[CH:10]=[CH:11][CH:12]=[C:7]([O:6][C:14]2[CH:21]=[CH:20][C:17]([CH:18]=[O:19])=[CH:16][CH:15]=2)[CH:8]=1. The yield is 0.271. (3) The catalyst is O.CCO. The product is [CH:7]1[C:8]2[C:13](=[CH:12][CH:11]=[CH:10][CH:9]=2)[CH:14]=[CH:15][C:6]=1[CH2:5][C:1]#[N:2]. The yield is 0.819. The reactants are [C-:1]#[N:2].[Na+].Br[CH2:5][C:6]1[CH:15]=[CH:14][C:13]2[C:8](=[CH:9][CH:10]=[CH:11][CH:12]=2)[CH:7]=1. (4) The reactants are NC1[CH:7]=[C:6]([Cl:8])[CH:5]=[CH:4]C=1O.C([N:12]([CH2:15][CH3:16])CC)C.[Cl:17][C:18]1[CH:26]=[CH:25][C:24]([N+:27]([O-:29])=[O:28])=[CH:23][C:19]=1[C:20](Cl)=[O:21].[O:30]1CCCC1. No catalyst specified. The product is [Cl:17][C:18]1[CH:26]=[CH:25][C:24]([N+:27]([O-:29])=[O:28])=[CH:23][C:19]=1[C:20]([NH:12][C:15]1[CH:16]=[CH:7][C:6]([Cl:8])=[CH:5][C:4]=1[OH:30])=[O:21]. The yield is 0.980. (5) The reactants are C(OC([NH:8][CH:9]([C:13]1[CH:18]=[CH:17][C:16]([CH3:19])=[CH:15][CH:14]=1)[C:10]([OH:12])=O)=O)(C)(C)C.C(N(CC)CC)C.CCN=C=NCCCN(C)C.[ClH:38].ON1C2C=CC=CC=2N=N1.[O:49]1[CH2:53][CH2:52][CH2:51][CH:50]1[CH2:54][NH2:55]. The catalyst is CCCCCC.C(Cl)Cl. The product is [Cl-:38].[CH3:19][C:16]1[CH:15]=[CH:14][C:13]([CH:9]([NH3+:8])[C:10](=[O:12])[NH:55][CH2:54][CH:50]2[CH2:51][CH2:52][CH2:53][O:49]2)=[CH:18][CH:17]=1. The yield is 0.670. (6) The reactants are [CH3:1][NH:2][CH2:3][CH2:4][CH3:5].[CH3:6][O:7][C:8](=[O:20])[C:9]1[CH:14]=[C:13]([S:15]([CH3:18])(=[O:17])=[O:16])[N:12]=[C:11](Cl)[CH:10]=1.C1(P(C2C=CC=CC=2)C2C=CC3C(=CC=CC=3)C=2C2C3C(=CC=CC=3)C=CC=2P(C2C=CC=CC=2)C2C=CC=CC=2)C=CC=CC=1.C(=O)([O-])[O-].[Cs+].[Cs+]. The catalyst is C1(C)C=CC=CC=1.C([O-])(=O)C.[Pd+2].C([O-])(=O)C. The product is [CH3:6][O:7][C:8](=[O:20])[C:9]1[CH:10]=[C:11]([N:2]([CH3:1])[CH2:3][CH2:4][CH3:5])[N:12]=[C:13]([S:15]([CH3:18])(=[O:17])=[O:16])[CH:14]=1. The yield is 0.630.